The task is: Predict which catalyst facilitates the given reaction.. This data is from Catalyst prediction with 721,799 reactions and 888 catalyst types from USPTO. Reactant: Cl.[O:2]1[CH2:6][CH2:5][C:4]2[CH:7]=[C:8]([NH:11][CH3:12])[CH:9]=[CH:10][C:3]1=2.[OH-].[Na+].[Na+].[Cl-]. Product: [O:2]1[CH2:6][CH2:5][C:4]2[CH:7]=[C:8]([NH:11][CH3:12])[CH:9]=[CH:10][C:3]1=2. The catalyst class is: 2.